Dataset: Reaction yield outcomes from USPTO patents with 853,638 reactions. Task: Predict the reaction yield, written as a fraction of the theoretical maximum amount of product (1.0 means a 100% yield; for example, 0.34 means a 34% yield). (1) The reactants are N1[C:5]2[CH:6]=[CH:7]C=C[C:4]=2[NH:3]C=1.C([N:12]([CH2:15][CH3:16])[CH2:13][CH3:14])C.C(Cl)(=O)[C:18]1[CH:23]=[CH:22][CH:21]=[C:20]([O:24][CH3:25])[CH:19]=1.[OH-:28].[Na+].[OH2:30]. The catalyst is N1C=CC=CC=1. The product is [NH:12]1[C:13]2[CH:14]=[CH:7][CH:6]=[CH:5][C:4]=2[N:3]=[C:15]1[C:16]([O:30][C:18]1[CH:23]=[CH:22][CH:21]=[C:20]([O:24][CH3:25])[CH:19]=1)=[O:28]. The yield is 0.610. (2) The reactants are [CH:1]1([S:4]([NH:7][CH2:8][CH:9]2[CH2:13][CH:12]([C:14]([O:16]C(C)(C)C)=[O:15])[CH:11]([CH2:21][CH3:22])[CH2:10]2)(=[O:6])=[O:5])[CH2:3][CH2:2]1.C(O)(C(F)(F)F)=O. No catalyst specified. The product is [CH:1]1([S:4]([NH:7][CH2:8][CH:9]2[CH2:13][CH:12]([C:14]([OH:16])=[O:15])[CH:11]([CH2:21][CH3:22])[CH2:10]2)(=[O:6])=[O:5])[CH2:2][CH2:3]1. The yield is 1.00. (3) The yield is 0.610. The product is [F:26][C:21]1[CH:22]=[CH:23][CH:24]=[CH:25][C:20]=1[CH2:19][N:10]1[C:11]([C:13]2[CH:18]=[CH:17][CH:16]=[CH:15][N:14]=2)=[CH:12][C:8]([C:5]2[CH:4]=[CH:3][C:2]([S:28]([CH3:27])(=[O:30])=[O:29])=[CH:7][N:6]=2)=[N:9]1. The reactants are Br[C:2]1[CH:3]=[CH:4][C:5]([C:8]2[CH:12]=[C:11]([C:13]3[CH:18]=[CH:17][CH:16]=[CH:15][N:14]=3)[N:10]([CH2:19][C:20]3[CH:25]=[CH:24][CH:23]=[CH:22][C:21]=3[F:26])[N:9]=2)=[N:6][CH:7]=1.[CH3:27][S:28]([O-:30])=[O:29].[Na+].[NH4+].[Cl-].C([O-])(O)=O.[Na+]. The catalyst is CS(C)=O.[Cu]I. (4) The reactants are [C:1]([CH2:5][O:6][C:7]1[CH:12]=CC(N=NC2C=CC(CO)=CC=2)=CC=1)([O:3][CH3:4])=O.[N-:23]=[N+:24]=[N-:25].[Na+].CN([CH:30]=[O:31])C. No catalyst specified. The product is [N:23]([CH2:12][CH2:7][O:6][CH2:5][CH2:1][O:3][CH2:4][CH2:30][OH:31])=[N+:24]=[N-:25]. The yield is 0.750. (5) The reactants are [CH3:1][O:2][C@@H:3]([C@@H:33]([N:38]([CH3:46])[C:39](=[O:45])[C@H:40]([CH:42]([CH3:44])[CH3:43])[NH2:41])[C@@H:34]([CH3:37])[CH2:35][CH3:36])[CH2:4][C:5]([N:7]1[CH2:11][CH2:10][CH2:9][C@H:8]1[C@H:12]([O:31][CH3:32])[C@@H:13]([CH3:30])[C:14](=[O:29])[NH:15][C@H:16]([C:24]1[S:25][CH:26]=[CH:27][N:28]=1)[CH2:17][C:18]1[CH:23]=[CH:22][CH:21]=[CH:20][CH:19]=1)=[O:6].[C:47]([O:51][C:52]([N:54]1[CH2:59][CH2:58][CH2:57][CH2:56][C@:55]1([CH3:63])[C:60](O)=[O:61])=[O:53])([CH3:50])([CH3:49])[CH3:48].CN(C(ON1N=NC2C=CC=NC1=2)=[N+](C)C)C.F[P-](F)(F)(F)(F)F.C(N(CC)C(C)C)(C)C. The catalyst is ClCCl. The product is [CH3:1][O:2][C@@H:3]([C@@H:33]([N:38]([CH3:46])[C:39](=[O:45])[C@@H:40]([NH:41][C:60]([C@@:55]1([CH3:63])[CH2:56][CH2:57][CH2:58][CH2:59][N:54]1[C:52]([O:51][C:47]([CH3:50])([CH3:49])[CH3:48])=[O:53])=[O:61])[CH:42]([CH3:44])[CH3:43])[C@@H:34]([CH3:37])[CH2:35][CH3:36])[CH2:4][C:5]([N:7]1[CH2:11][CH2:10][CH2:9][C@H:8]1[C@H:12]([O:31][CH3:32])[C@@H:13]([CH3:30])[C:14](=[O:29])[NH:15][C@H:16]([C:24]1[S:25][CH:26]=[CH:27][N:28]=1)[CH2:17][C:18]1[CH:19]=[CH:20][CH:21]=[CH:22][CH:23]=1)=[O:6]. The yield is 0.370.